From a dataset of Full USPTO retrosynthesis dataset with 1.9M reactions from patents (1976-2016). Predict the reactants needed to synthesize the given product. (1) Given the product [CH2:1]([O:3][C:4]([C:6]1([C:9]2[CH:14]=[CH:13][C:12]([C:15]3[CH:20]=[CH:19][C:18]([C:21]4[S:22][C:23]([Cl:29])=[CH:24][C:25]=4[NH:32][C:37]([O:67][CH:65]([C:61]4[C:60]([Cl:59])=[CH:64][S:63][CH:62]=4)[CH3:66])=[O:41])=[CH:17][C:16]=3[O:30][CH3:31])=[CH:11][CH:10]=2)[CH2:7][CH2:8]1)=[O:5])[CH3:2], predict the reactants needed to synthesize it. The reactants are: [CH2:1]([O:3][C:4]([C:6]1([C:9]2[CH:14]=[CH:13][C:12]([C:15]3[CH:20]=[CH:19][C:18]([C:21]4[S:22][C:23]([Cl:29])=[CH:24][C:25]=4C(=O)N)=[CH:17][C:16]=3[O:30][CH3:31])=[CH:11][CH:10]=2)[CH2:8][CH2:7]1)=[O:5])[CH3:2].[N:32]1[CH:37]=CC=CC=1.FC(F)(F)C(OI(C1C=CC=CC=1)OC(=O)C(F)(F)F)=[O:41].[Cl:59][C:60]1[C:61]([CH:65]([OH:67])[CH3:66])=[CH:62][S:63][CH:64]=1. (2) Given the product [C:29]([C:25]1[CH:24]=[C:23]([CH:8]([C:2]2([OH:1])[CH2:7][CH2:6][CH2:5][CH2:4][CH2:3]2)[CH2:9][N:10]2[CH2:11][CH2:12][N:13]([C:16]([O:18][C:19]([CH3:22])([CH3:21])[CH3:20])=[O:17])[CH2:14][CH2:15]2)[CH:28]=[CH:27][CH:26]=1)#[CH:30], predict the reactants needed to synthesize it. The reactants are: [OH:1][C:2]1([CH:8]([C:23]2[CH:28]=[CH:27][CH:26]=[C:25]([C:29]#[C:30][Si](C)(C)C)[CH:24]=2)[CH2:9][N:10]2[CH2:15][CH2:14][N:13]([C:16]([O:18][C:19]([CH3:22])([CH3:21])[CH3:20])=[O:17])[CH2:12][CH2:11]2)[CH2:7][CH2:6][CH2:5][CH2:4][CH2:3]1.C(=O)([O-])[O-].[K+].[K+].